The task is: Regression. Given two drug SMILES strings and cell line genomic features, predict the synergy score measuring deviation from expected non-interaction effect.. This data is from NCI-60 drug combinations with 297,098 pairs across 59 cell lines. (1) Drug 2: CC(C)CN1C=NC2=C1C3=CC=CC=C3N=C2N. Cell line: U251. Synergy scores: CSS=1.32, Synergy_ZIP=2.72, Synergy_Bliss=-3.89, Synergy_Loewe=-1.48, Synergy_HSA=-2.62. Drug 1: CC1=C(C(CCC1)(C)C)C=CC(=CC=CC(=CC(=O)O)C)C. (2) Drug 1: CS(=O)(=O)C1=CC(=C(C=C1)C(=O)NC2=CC(=C(C=C2)Cl)C3=CC=CC=N3)Cl. Drug 2: CC12CCC3C(C1CCC2O)C(CC4=C3C=CC(=C4)O)CCCCCCCCCS(=O)CCCC(C(F)(F)F)(F)F. Cell line: NCIH23. Synergy scores: CSS=6.85, Synergy_ZIP=-1.15, Synergy_Bliss=7.69, Synergy_Loewe=5.35, Synergy_HSA=6.04. (3) Drug 1: COC1=NC(=NC2=C1N=CN2C3C(C(C(O3)CO)O)O)N. Drug 2: C1=NNC2=C1C(=O)NC=N2. Cell line: MDA-MB-231. Synergy scores: CSS=-0.109, Synergy_ZIP=1.07, Synergy_Bliss=1.08, Synergy_Loewe=-0.552, Synergy_HSA=-1.32. (4) Drug 1: C1CC(=O)NC(=O)C1N2CC3=C(C2=O)C=CC=C3N. Drug 2: CC1=C2C(C(=O)C3(C(CC4C(C3C(C(C2(C)C)(CC1OC(=O)C(C(C5=CC=CC=C5)NC(=O)C6=CC=CC=C6)O)O)OC(=O)C7=CC=CC=C7)(CO4)OC(=O)C)O)C)OC(=O)C. Cell line: HCT116. Synergy scores: CSS=24.6, Synergy_ZIP=-4.17, Synergy_Bliss=-8.96, Synergy_Loewe=-28.0, Synergy_HSA=-8.52. (5) Drug 1: C1=CN(C=N1)CC(O)(P(=O)(O)O)P(=O)(O)O. Drug 2: CC1=C(N=C(N=C1N)C(CC(=O)N)NCC(C(=O)N)N)C(=O)NC(C(C2=CN=CN2)OC3C(C(C(C(O3)CO)O)O)OC4C(C(C(C(O4)CO)O)OC(=O)N)O)C(=O)NC(C)C(C(C)C(=O)NC(C(C)O)C(=O)NCCC5=NC(=CS5)C6=NC(=CS6)C(=O)NCCC[S+](C)C)O. Cell line: SNB-19. Synergy scores: CSS=10.9, Synergy_ZIP=-5.20, Synergy_Bliss=-1.05, Synergy_Loewe=-9.82, Synergy_HSA=-1.56. (6) Drug 1: CC12CCC3C(C1CCC2=O)CC(=C)C4=CC(=O)C=CC34C. Drug 2: CCC1=CC2CC(C3=C(CN(C2)C1)C4=CC=CC=C4N3)(C5=C(C=C6C(=C5)C78CCN9C7C(C=CC9)(C(C(C8N6C)(C(=O)OC)O)OC(=O)C)CC)OC)C(=O)OC.C(C(C(=O)O)O)(C(=O)O)O. Synergy scores: CSS=60.1, Synergy_ZIP=2.32, Synergy_Bliss=0.191, Synergy_Loewe=-8.12, Synergy_HSA=3.35. Cell line: SF-295. (7) Drug 1: C1CCC(C1)C(CC#N)N2C=C(C=N2)C3=C4C=CNC4=NC=N3. Drug 2: CC(C1=C(C=CC(=C1Cl)F)Cl)OC2=C(N=CC(=C2)C3=CN(N=C3)C4CCNCC4)N. Cell line: TK-10. Synergy scores: CSS=4.75, Synergy_ZIP=2.23, Synergy_Bliss=-2.05, Synergy_Loewe=-3.16, Synergy_HSA=-2.88. (8) Drug 1: C(=O)(N)NO. Drug 2: C#CCC(CC1=CN=C2C(=N1)C(=NC(=N2)N)N)C3=CC=C(C=C3)C(=O)NC(CCC(=O)O)C(=O)O. Cell line: CCRF-CEM. Synergy scores: CSS=24.2, Synergy_ZIP=3.14, Synergy_Bliss=7.18, Synergy_Loewe=3.62, Synergy_HSA=3.24. (9) Drug 1: CN(CCCl)CCCl.Cl. Drug 2: CC1C(C(CC(O1)OC2CC(CC3=C2C(=C4C(=C3O)C(=O)C5=C(C4=O)C(=CC=C5)OC)O)(C(=O)CO)O)N)O.Cl. Cell line: A549. Synergy scores: CSS=42.1, Synergy_ZIP=-6.75, Synergy_Bliss=-9.20, Synergy_Loewe=-2.66, Synergy_HSA=-1.77.